Dataset: Reaction yield outcomes from USPTO patents with 853,638 reactions. Task: Predict the reaction yield, written as a fraction of the theoretical maximum amount of product (1.0 means a 100% yield; for example, 0.34 means a 34% yield). (1) The reactants are Br[C:2]1[CH:3]=[C:4]([C:21]#[N:22])[N:5]([CH3:20])[C:6]=1[C:7]1[CH:8]=[CH:9][C:10]2[NH:15][C:14](=[O:16])[O:13][C:12]([CH3:18])([CH3:17])[C:11]=2[CH:19]=1.[CH3:23][Sn](C)(C)C.O. The catalyst is CN(P(N(C)C)(N(C)C)=O)C. The product is [CH3:17][C:12]1([CH3:18])[C:11]2[CH:19]=[C:7]([C:6]3[N:5]([CH3:20])[C:4]([C:21]#[N:22])=[CH:3][C:2]=3[CH3:23])[CH:8]=[CH:9][C:10]=2[NH:15][C:14](=[O:16])[O:13]1. The yield is 0.630. (2) The reactants are [NH2:1][C@H:2]1[CH2:7][C@@H:6]([C:8]([OH:10])=[O:9])[C@@H:5]([NH:11][C:12](=[O:28])[CH2:13][NH:14][C:15](=[O:27])[C:16]2[CH:21]=[CH:20][C:19]([OH:22])=[C:18]([C:23]([CH3:26])([CH3:25])[CH3:24])[CH:17]=2)[CH2:4][CH2:3]1.C(Cl)Cl.[BH-](OC(C)=O)(OC(C)=O)O[C:34](C)=O.[Na+].C=O.[CH3:48][C:49]([CH3:51])=O. The catalyst is C(O)(=O)C. The product is [C:23]([C:18]1[CH:17]=[C:16]([CH:21]=[CH:20][C:19]=1[OH:22])[C:15]([NH:14][CH2:13][C:12]([NH:11][C@H:5]1[CH2:4][CH2:3][C@@H:2]([N:1]([CH:49]([CH3:51])[CH3:48])[CH3:34])[CH2:7][C@H:6]1[C:8]([OH:10])=[O:9])=[O:28])=[O:27])([CH3:24])([CH3:25])[CH3:26]. The yield is 0.290. (3) The reactants are [C:1]([O:5][C:6]([N:8]1[CH2:12][CH2:11][CH:10]([CH2:13][NH2:14])[CH2:9]1)=[O:7])([CH3:4])([CH3:3])[CH3:2].Cl[C:16]1[O:17][C:18]2[CH:24]=[C:23]([Cl:25])[CH:22]=[CH:21][C:19]=2[N:20]=1.CCN(CC)CC. The catalyst is C(Cl)Cl. The product is [C:1]([O:5][C:6]([N:8]1[CH2:12][CH2:11][CH:10]([CH2:13][NH:14][C:16]2[O:17][C:18]3[CH:24]=[C:23]([Cl:25])[CH:22]=[CH:21][C:19]=3[N:20]=2)[CH2:9]1)=[O:7])([CH3:4])([CH3:3])[CH3:2]. The yield is 0.990.